From a dataset of NCI-60 drug combinations with 297,098 pairs across 59 cell lines. Regression. Given two drug SMILES strings and cell line genomic features, predict the synergy score measuring deviation from expected non-interaction effect. (1) Drug 1: CC1C(C(CC(O1)OC2CC(CC3=C2C(=C4C(=C3O)C(=O)C5=C(C4=O)C(=CC=C5)OC)O)(C(=O)CO)O)N)O.Cl. Drug 2: CN(CCCl)CCCl.Cl. Cell line: SF-268. Synergy scores: CSS=28.2, Synergy_ZIP=-10.3, Synergy_Bliss=-5.18, Synergy_Loewe=-30.1, Synergy_HSA=-2.67. (2) Cell line: HCT116. Drug 1: CC1C(C(=O)NC(C(=O)N2CCCC2C(=O)N(CC(=O)N(C(C(=O)O1)C(C)C)C)C)C(C)C)NC(=O)C3=C4C(=C(C=C3)C)OC5=C(C(=O)C(=C(C5=N4)C(=O)NC6C(OC(=O)C(N(C(=O)CN(C(=O)C7CCCN7C(=O)C(NC6=O)C(C)C)C)C)C(C)C)C)N)C. Synergy scores: CSS=87.8, Synergy_ZIP=5.24, Synergy_Bliss=5.86, Synergy_Loewe=2.68, Synergy_HSA=5.67. Drug 2: B(C(CC(C)C)NC(=O)C(CC1=CC=CC=C1)NC(=O)C2=NC=CN=C2)(O)O. (3) Drug 1: C1=NC2=C(N1)C(=S)N=CN2. Drug 2: CC1=C(C=C(C=C1)C(=O)NC2=CC(=CC(=C2)C(F)(F)F)N3C=C(N=C3)C)NC4=NC=CC(=N4)C5=CN=CC=C5. Cell line: LOX IMVI. Synergy scores: CSS=-2.03, Synergy_ZIP=0.215, Synergy_Bliss=0.847, Synergy_Loewe=1.31, Synergy_HSA=-1.16. (4) Drug 1: C1CCC(C1)C(CC#N)N2C=C(C=N2)C3=C4C=CNC4=NC=N3. Drug 2: CN(C)N=NC1=C(NC=N1)C(=O)N. Cell line: SNB-19. Synergy scores: CSS=-0.837, Synergy_ZIP=1.95, Synergy_Bliss=2.93, Synergy_Loewe=-1.35, Synergy_HSA=-0.915. (5) Drug 1: CN1CCC(CC1)COC2=C(C=C3C(=C2)N=CN=C3NC4=C(C=C(C=C4)Br)F)OC. Drug 2: CN(CC1=CN=C2C(=N1)C(=NC(=N2)N)N)C3=CC=C(C=C3)C(=O)NC(CCC(=O)O)C(=O)O. Cell line: 786-0. Synergy scores: CSS=19.8, Synergy_ZIP=-6.28, Synergy_Bliss=-5.40, Synergy_Loewe=-6.77, Synergy_HSA=-3.16. (6) Drug 1: CC1OCC2C(O1)C(C(C(O2)OC3C4COC(=O)C4C(C5=CC6=C(C=C35)OCO6)C7=CC(=C(C(=C7)OC)O)OC)O)O. Drug 2: CCC1(CC2CC(C3=C(CCN(C2)C1)C4=CC=CC=C4N3)(C5=C(C=C6C(=C5)C78CCN9C7C(C=CC9)(C(C(C8N6C=O)(C(=O)OC)O)OC(=O)C)CC)OC)C(=O)OC)O.OS(=O)(=O)O. Cell line: HCC-2998. Synergy scores: CSS=26.3, Synergy_ZIP=-6.43, Synergy_Bliss=0.257, Synergy_Loewe=0.595, Synergy_HSA=1.03. (7) Drug 1: CC12CCC3C(C1CCC2=O)CC(=C)C4=CC(=O)C=CC34C. Drug 2: C1CCC(C(C1)N)N.C(=O)(C(=O)[O-])[O-].[Pt+4]. Cell line: A549. Synergy scores: CSS=51.1, Synergy_ZIP=-1.23, Synergy_Bliss=0.928, Synergy_Loewe=-1.98, Synergy_HSA=3.32.